Dataset: HIV replication inhibition screening data with 41,000+ compounds from the AIDS Antiviral Screen. Task: Binary Classification. Given a drug SMILES string, predict its activity (active/inactive) in a high-throughput screening assay against a specified biological target. (1) The compound is C=CCOC(=O)C1C2OC3(C(C(=O)OC)=C2C(=O)OC)c2ccccc2CCC13. The result is 0 (inactive). (2) The compound is Fc1ccc(NC2=NCCN=C(Nc3ccc(F)cc3)SS2)cc1. The result is 0 (inactive). (3) The molecule is CC(CC(=O)Nc1ccc([N+](=O)[O-])cc1)=NNC(N)=O. The result is 0 (inactive). (4) The molecule is CCCc1cc(=O)oc2c3c(cc(OC)c12)OC(C)C(C)C3O. The result is 0 (inactive). (5) The compound is O=C1NC2(O)C(=O)c3ccccc3C2(O)N1. The result is 0 (inactive). (6) The molecule is O=C1O[Cu-3]2(Oc3c1cc1ccccc1c3Br)Oc1ccc([N+](=O)[O-])c3ccc[n+]2c13. The result is 0 (inactive). (7) The compound is C=CCC(C=CCC)(C(=O)O)C(=O)O. The result is 0 (inactive). (8) The drug is CCOC(=O)C=Cc1ccccc1Br. The result is 0 (inactive). (9) The compound is CSc1nc2c(c(=O)n1C)N=C(c1ccc([N+](=O)[O-])cc1)CC(c1ccccc1)N2. The result is 0 (inactive). (10) The compound is CC(=NNC(N)=O)C(CN(C)C)C(c1ccccc1)c1c(O)c2ccccc2oc1=O.Cl. The result is 0 (inactive).